Task: Predict which catalyst facilitates the given reaction.. Dataset: Catalyst prediction with 721,799 reactions and 888 catalyst types from USPTO (1) Reactant: C(N(CC)CC)C.[CH:8]([C:10]1[C:18]2[C:13](=[CH:14][CH:15]=[CH:16][CH:17]=2)[N:12](C(OC(C)(C)C)=O)[CH:11]=1)=[O:9].[CH3:26][O:27][C:28]1[CH:29]=[C:30]([CH:35]=[C:36]([N:38]=[CH:39][C:40]2[CH:41]=[N:42][C:43]([O:46][CH3:47])=[CH:44][CH:45]=2)[CH:37]=1)[O:31][CH2:32][CH2:33][OH:34]. Product: [OH:34][CH2:33][CH2:32][O:31][C:30]1[CH:35]=[C:36]([NH:38][CH:39]([C:40]2[CH:41]=[N:42][C:43]([O:46][CH3:47])=[CH:44][CH:45]=2)[C:8]([C:10]2[C:18]3[C:13](=[CH:14][CH:15]=[CH:16][CH:17]=3)[NH:12][CH:11]=2)=[O:9])[CH:37]=[C:28]([O:27][CH3:26])[CH:29]=1. The catalyst class is: 433. (2) Reactant: S(Cl)(Cl)=O.[Cl:5][C:6]1[CH:14]=[C:13]([F:15])[CH:12]=[CH:11][C:7]=1[C:8]([OH:10])=O.N1C=CC=CC=1.Cl.[C:23]1([N:33]2[CH2:38][CH2:37][NH:36][CH2:35][C:34]2=[O:39])[C:32]2[C:27](=[CH:28][CH:29]=[CH:30][CH:31]=2)[CH:26]=[CH:25][CH:24]=1. Product: [Cl:5][C:6]1[CH:14]=[C:13]([F:15])[CH:12]=[CH:11][C:7]=1[C:8]([N:36]1[CH2:37][CH2:38][N:33]([C:23]2[C:32]3[C:27](=[CH:28][CH:29]=[CH:30][CH:31]=3)[CH:26]=[CH:25][CH:24]=2)[C:34](=[O:39])[CH2:35]1)=[O:10]. The catalyst class is: 4. (3) Reactant: [NH2:1][C:2]1[CH:7]=[C:6]([C:8]2[C:13]([F:14])=[CH:12][C:11]([C:15]#[N:16])=[C:10]([O:17][CH3:18])[C:9]=2[F:19])[N:5]=[C:4]([C:20]([OH:22])=[O:21])[C:3]=1[Cl:23].[CH3:24][Si](C=[N+]=[N-])(C)C. Product: [NH2:1][C:2]1[CH:7]=[C:6]([C:8]2[C:13]([F:14])=[CH:12][C:11]([C:15]#[N:16])=[C:10]([O:17][CH3:18])[C:9]=2[F:19])[N:5]=[C:4]([C:20]([O:22][CH3:24])=[O:21])[C:3]=1[Cl:23]. The catalyst class is: 83.